From a dataset of Experimentally validated miRNA-target interactions with 360,000+ pairs, plus equal number of negative samples. Binary Classification. Given a miRNA mature sequence and a target amino acid sequence, predict their likelihood of interaction. The miRNA is hsa-miR-548j-5p with sequence AAAAGUAAUUGCGGUCUUUGGU. The protein sequence of the target gene is MSKTNKSKSGSRSSRSRSASRSRSRSFSKSRSRSRSLSRSRKRRLSSRSRSRSYSPAHNRERNHPRVYQNRDFRGHNRGYRRPYYFRGRNRGFYPWGQYNRGGYGNYRSNWQNYRQAYSPRRGRSRSRSPKRRSPSPRSRSHSRNSDKSSSDRSRRSSSSRSSSNHSRVESSKRKSAKEKKSSSKDSRPSQAAGDNQGDEAKEQTFSGGTSQDTKASESSKPWPDATYGTGSASRASAVSELSPRERSPALKSPLQSVVVRRRSPRPSPVPKPSPPLSSTSQMGSTLPSGAGYQSGTHQG.... Result: 1 (interaction).